Dataset: TCR-epitope binding with 47,182 pairs between 192 epitopes and 23,139 TCRs. Task: Binary Classification. Given a T-cell receptor sequence (or CDR3 region) and an epitope sequence, predict whether binding occurs between them. (1) The epitope is YLDAYNMMI. The TCR CDR3 sequence is CASSPPGLAYNEQFF. Result: 1 (the TCR binds to the epitope). (2) The epitope is EIYKRWII. The TCR CDR3 sequence is CASSVASYNSPLHF. Result: 1 (the TCR binds to the epitope).